This data is from Reaction yield outcomes from USPTO patents with 853,638 reactions. The task is: Predict the reaction yield, written as a fraction of the theoretical maximum amount of product (1.0 means a 100% yield; for example, 0.34 means a 34% yield). (1) The reactants are [NH2:1][C:2]1[C:11]2[C:6](=[CH:7][CH:8]=[CH:9][CH:10]=2)[C:5]([O:12][C:13]2[C:22]3[NH:21][C:20](=[O:23])[CH:19]=[N:18][C:17]=3[N:16]=[CH:15][CH:14]=2)=[CH:4][CH:3]=1.[F:24][C:25]1[CH:30]=[CH:29][C:28]([C:31]([F:34])([F:33])[F:32])=[CH:27][C:26]=1[N:35]=[C:36]=[O:37]. No catalyst specified. The product is [F:24][C:25]1[CH:30]=[CH:29][C:28]([C:31]([F:34])([F:33])[F:32])=[CH:27][C:26]=1[NH:35][C:36]([NH:1][C:2]1[C:11]2[C:6](=[CH:7][CH:8]=[CH:9][CH:10]=2)[C:5]([O:12][C:13]2[C:22]3[NH:21][C:20](=[O:23])[CH:19]=[N:18][C:17]=3[N:16]=[CH:15][CH:14]=2)=[CH:4][CH:3]=1)=[O:37]. The yield is 0.980. (2) The reactants are Cl[C:2]1[C:7]([CH:8]([CH2:13][CH2:14][CH3:15])[C:9]([O:11][CH3:12])=[O:10])=[C:6]([CH3:16])[N:5]=[C:4]([C:17]2[CH:22]=[CH:21][CH:20]=[CH:19][CH:18]=2)[N:3]=1.C(N(CC)C(C)C)(C)C.C[O:33][C:34]1[CH:39]=[C:38]([CH3:40])[CH:37]=[CH:36][C:35]=1B(O)O. The yield is 0.650. The catalyst is COCCOC.O.[Pd].C1(P(C2C=CC=CC=2)C2C=CC=CC=2)C=CC=CC=1.C1(P(C2C=CC=CC=2)C2C=CC=CC=2)C=CC=CC=1.C1(P(C2C=CC=CC=2)C2C=CC=CC=2)C=CC=CC=1.C1(P(C2C=CC=CC=2)C2C=CC=CC=2)C=CC=CC=1. The product is [OH:33][C:34]1[CH:39]=[C:38]([CH3:40])[CH:37]=[CH:36][C:35]=1[C:2]1[C:7]([CH:8]([CH2:13][CH2:14][CH3:15])[C:9]([O:11][CH3:12])=[O:10])=[C:6]([CH3:16])[N:5]=[C:4]([C:17]2[CH:22]=[CH:21][CH:20]=[CH:19][CH:18]=2)[N:3]=1. (3) The reactants are [C:1]([O:5][C:6](=[O:17])[C:7]([O-])=[CH:8][C:9]([C:11]1[O:12][CH:13]=[CH:14][CH:15]=1)=O)([CH3:4])([CH3:3])[CH3:2].[Li+].Cl.[F:20][C:21]1[CH:28]=[CH:27][C:26]([NH:29][NH2:30])=[CH:25][C:22]=1[C:23]#[N:24]. The catalyst is C(O)(=O)C. The product is [C:23]([C:22]1[CH:25]=[C:26]([N:29]2[C:9]([C:11]3[O:12][CH:13]=[CH:14][CH:15]=3)=[CH:8][C:7]([C:6]([O:5][C:1]([CH3:4])([CH3:3])[CH3:2])=[O:17])=[N:30]2)[CH:27]=[CH:28][C:21]=1[F:20])#[N:24]. The yield is 0.950.